Dataset: Catalyst prediction with 721,799 reactions and 888 catalyst types from USPTO. Task: Predict which catalyst facilitates the given reaction. (1) Reactant: [CH:1]1[C:6]([NH2:7])=[CH:5][CH:4]=[C:3]([O:8][C:9]2[CH:14]=[CH:13][C:12]([Cl:15])=[CH:11][CH:10]=2)[CH:2]=1.C[N:17]([CH:19]=O)C.Br[CH2:22][C:23]([C:25]1[CH:30]=[CH:29][C:28]([O:31][CH2:32][CH2:33][CH2:34][N:35]([CH2:38][CH3:39])[CH2:36][CH3:37])=[CH:27][CH:26]=1)=O. Product: [Cl:15][C:12]1[CH:13]=[CH:14][C:9]([O:8][C:3]2[CH:2]=[CH:1][C:6]([N:7]3[CH:22]=[C:23]([C:25]4[CH:30]=[CH:29][C:28]([O:31][CH2:32][CH2:33][CH2:34][N:35]([CH2:38][CH3:39])[CH2:36][CH3:37])=[CH:27][CH:26]=4)[N:17]=[C:19]3[CH2:23][CH:25]([CH3:30])[CH3:26])=[CH:5][CH:4]=2)=[CH:10][CH:11]=1. The catalyst class is: 6. (2) Reactant: C(=O)([O-])[O-].[Cs+].[Cs+].[CH3:7][C:8]1[CH:9]=[C:10]([OH:17])[CH:11]=[CH:12][C:13]=1[N+:14]([O-:16])=[O:15].S(O[CH2:29][CH:30]1[CH2:35][CH2:34][N:33]([C:36]([O:38][C:39]([CH3:42])([CH3:41])[CH3:40])=[O:37])[CH2:32][CH2:31]1)(C1C=CC(C)=CC=1)(=O)=O. Product: [CH3:7][C:8]1[CH:9]=[C:10]([CH:11]=[CH:12][C:13]=1[N+:14]([O-:16])=[O:15])[O:17][CH2:29][CH:30]1[CH2:35][CH2:34][N:33]([C:36]([O:38][C:39]([CH3:40])([CH3:42])[CH3:41])=[O:37])[CH2:32][CH2:31]1. The catalyst class is: 44. (3) Reactant: [CH2:1]([N:3]1[CH2:8][CH2:7][N:6]([C:9]2[C:18]3[C:13](=[CH:14][CH:15]=[CH:16][CH:17]=3)[CH:12]=[C:11]([C:19]3[CH:24]=[CH:23][C:22]([C:25](=[O:27])[CH3:26])=[CH:21][CH:20]=3)[N:10]=2)[CH2:5][CH2:4]1)[CH3:2].[CH3:28][Mg]Br.CCOCC.[Cl-].[NH4+].C(=O)([O-])[O-].[Na+].[Na+]. Product: [CH2:1]([N:3]1[CH2:4][CH2:5][N:6]([C:9]2[C:18]3[C:13](=[CH:14][CH:15]=[CH:16][CH:17]=3)[CH:12]=[C:11]([C:19]3[CH:20]=[CH:21][C:22]([C:25]([OH:27])([CH3:28])[CH3:26])=[CH:23][CH:24]=3)[N:10]=2)[CH2:7][CH2:8]1)[CH3:2]. The catalyst class is: 54.